This data is from Forward reaction prediction with 1.9M reactions from USPTO patents (1976-2016). The task is: Predict the product of the given reaction. The product is: [OH:1][C@@H:2]([C:8]1[CH:13]=[CH:12][CH:11]=[CH:10][CH:9]=1)[CH2:3][CH2:4][C:5]([NH2:7])=[O:6]. Given the reactants [OH:1][CH:2]([C:8]1[CH:13]=[CH:12][CH:11]=[CH:10][CH:9]=1)[CH2:3][CH2:4][C:5]([NH2:7])=[O:6].[K+].[Br-], predict the reaction product.